Dataset: Forward reaction prediction with 1.9M reactions from USPTO patents (1976-2016). Task: Predict the product of the given reaction. (1) Given the reactants [N:1]1[C:14]2[C:5](=[C:6]3[C:11](=[CH:12][CH:13]=2)[CH2:10][CH2:9][C@H:8]([CH2:15]OS(C2C=CC(C)=CC=2)(=O)=O)[O:7]3)[CH:4]=[CH:3][CH:2]=1.[F:27][C:28]1[CH:29]=[C:30]2[C:34](=[CH:35][CH:36]=1)[NH:33][CH:32]=[C:31]2[C:37]1[CH2:38][CH2:39][NH:40][CH2:41][CH:42]=1.C(Cl)(Cl)Cl, predict the reaction product. The product is: [F:27][C:28]1[CH:29]=[C:30]2[C:34](=[CH:35][CH:36]=1)[NH:33][CH:32]=[C:31]2[C:37]1[CH2:38][CH2:39][N:40]([CH2:15][C@H:8]2[CH2:9][CH2:10][C:11]3[C:6](=[C:5]4[C:14](=[CH:13][CH:12]=3)[N:1]=[CH:2][CH:3]=[CH:4]4)[O:7]2)[CH2:41][CH:42]=1. (2) Given the reactants [CH2:1](O)[C@H:2]1[O:7][C@H:6]([O:8][C@:9]2(CO)O[C@H](CO)[C@@H](O)[C@@H]2O)[C@H:5](O)[C@@H:4](O)[C@@H:3]1O.[C:24]([O-])(=O)[CH2:25][CH2:26][CH2:27][CH2:28][CH2:29][CH2:30][CH2:31][CH2:32][CH2:33][CH2:34][CH2:35]CCCCCC.[Na+].OO, predict the reaction product. The product is: [C:6]([O:8][CH3:9])(=[O:7])[CH2:5][CH2:4][CH2:3][CH2:2][CH2:1][CH2:24][CH2:25]/[CH:26]=[CH:27]\[CH2:28][CH2:29][CH2:30][CH2:31][CH2:32][CH2:33][CH2:34][CH3:35]. (3) Given the reactants [C:1]([O:5][C@@H:6]([C:12]1[C:13]([CH3:40])=[N:14][C:15]([CH3:39])=[C:16]([C:26]2[CH:31]=[CH:30][C:29]([O:32][C:33]3[CH:38]=[CH:37][CH:36]=[CH:35][CH:34]=3)=[CH:28][CH:27]=2)[C:17]=1[N:18]1[CH2:23][CH2:22][C:21]([CH3:25])([CH3:24])[CH2:20][CH2:19]1)[C:7]([O:9]CC)=[O:8])([CH3:4])([CH3:3])[CH3:2].[Li+].[OH-], predict the reaction product. The product is: [C:1]([O:5][C@@H:6]([C:12]1[C:13]([CH3:40])=[N:14][C:15]([CH3:39])=[C:16]([C:26]2[CH:31]=[CH:30][C:29]([O:32][C:33]3[CH:34]=[CH:35][CH:36]=[CH:37][CH:38]=3)=[CH:28][CH:27]=2)[C:17]=1[N:18]1[CH2:19][CH2:20][C:21]([CH3:25])([CH3:24])[CH2:22][CH2:23]1)[C:7]([OH:9])=[O:8])([CH3:4])([CH3:2])[CH3:3]. (4) Given the reactants C([O:5][C:6]([CH:8]1[CH:12]([C:13]2[CH:18]=[CH:17][CH:16]=[C:15]([Cl:19])[C:14]=2[F:20])[C:11]([C:23]2[CH:28]=[CH:27][C:26]([Cl:29])=[CH:25][C:24]=2[F:30])([C:21]#[N:22])[CH:10]([CH2:31][C:32]([CH3:47])([CH3:46])[CH2:33][CH2:34][O:35][CH2:36][CH2:37][O:38][Si](C(C)(C)C)(C)C)[NH:9]1)=[O:7])(C)(C)C.[F:48][C:49]([F:54])([F:53])[C:50]([OH:52])=[O:51], predict the reaction product. The product is: [F:48][C:49]([F:54])([F:53])[C:50]([OH:52])=[O:51].[Cl:19][C:15]1[C:14]([F:20])=[C:13]([CH:12]2[C:11]([C:23]3[CH:28]=[CH:27][C:26]([Cl:29])=[CH:25][C:24]=3[F:30])([C:21]#[N:22])[CH:10]([CH2:31][C:32]([CH3:47])([CH3:46])[CH2:33][CH2:34][O:35][CH2:36][CH2:37][O:38][C:50](=[O:51])[C:49]([F:54])([F:53])[F:48])[NH:9][CH:8]2[C:6]([OH:5])=[O:7])[CH:18]=[CH:17][CH:16]=1. (5) Given the reactants [CH3:1][C:2]1[S:12][C:5]2[NH:6][C:7](=O)[NH:8][C:9](=[O:10])[C:4]=2[CH:3]=1.[C:13]([O-:16])([O-])=O.[K+].[K+].[CH3:19]I, predict the reaction product. The product is: [CH3:19][N:6]1[C:5]2[S:12][C:2]([CH3:1])=[CH:3][C:4]=2[C:9](=[O:10])[N:8]([CH3:7])[C:13]1=[O:16]. (6) Given the reactants [F:1][C:2]1[CH:3]=[C:4]([O:16][CH2:17][C:18]2[CH:23]=[CH:22][CH:21]=[CH:20][CH:19]=2)[C:5]([O:14][CH3:15])=[C:6]([CH:8]([C:11](=O)[CH3:12])[C:9]#[N:10])[CH:7]=1.Cl.[C:25]([NH:29][NH2:30])([CH3:28])([CH3:27])[CH3:26], predict the reaction product. The product is: [CH3:26][C:25]([N:29]1[C:9]([NH2:10])=[C:8]([C:6]2[CH:7]=[C:2]([F:1])[CH:3]=[C:4]([O:16][CH2:17][C:18]3[CH:19]=[CH:20][CH:21]=[CH:22][CH:23]=3)[C:5]=2[O:14][CH3:15])[C:11]([CH3:12])=[N:30]1)([CH3:28])[CH3:27]. (7) Given the reactants [CH2:1]1[CH:9]2[CH:4]([CH2:5][N:6]([C:10]([O:12][C:13]([CH3:16])([CH3:15])[CH3:14])=[O:11])[CH2:7][CH2:8]2)[CH2:3][NH:2]1.Br[CH2:18][CH2:19][CH2:20][Cl:21].C([O-])([O-])=O.[K+].[K+], predict the reaction product. The product is: [Cl:21][CH2:20][CH2:19][CH2:18][N:2]1[CH2:1][CH:9]2[CH:4]([CH2:5][N:6]([C:10]([O:12][C:13]([CH3:16])([CH3:15])[CH3:14])=[O:11])[CH2:7][CH2:8]2)[CH2:3]1. (8) Given the reactants [Cl:1][C:2]1[CH:3]=[C:4]2[C:8](=[C:9]([C:11]3[CH:16]=[C:15]([O:17]C)[N:14]=[CH:13][N:12]=3)[CH:10]=1)[N:7]([CH3:19])[N:6]=[CH:5]2.Br, predict the reaction product. The product is: [Cl:1][C:2]1[CH:3]=[C:4]2[C:8](=[C:9]([C:11]3[N:12]=[CH:13][N:14]=[C:15]([OH:17])[CH:16]=3)[CH:10]=1)[N:7]([CH3:19])[N:6]=[CH:5]2. (9) Given the reactants C([O:8][CH:9]1[CH2:12][CH:11]([CH:13]2[N:18](C(OCC3C=CC=CC=3)=O)[CH2:17][CH:16]([CH3:29])[O:15][CH2:14]2)[CH2:10]1)C1C=CC=CC=1, predict the reaction product. The product is: [CH3:29][CH:16]1[CH2:17][NH:18][CH:13]([CH:11]2[CH2:12][CH:9]([OH:8])[CH2:10]2)[CH2:14][O:15]1. (10) Given the reactants [BH4-].[Li+].CO.[F:5][C:6]1[C:7]2[O:32][N:31]=[C:30]([N:33]3[CH:37]=[C:36]([C:38](OCC)=[O:39])[CH:35]=[N:34]3)[C:8]=2[CH:9]=[C:10]2[C:23]=1[N:22]1[CH2:24][C@@H:25]([CH3:29])[O:26][C@@H:27]([CH3:28])[C@@H:21]1[C:12]1([C:17](=[O:18])[NH:16][C:15](=[O:19])[NH:14][C:13]1=[O:20])[CH2:11]2, predict the reaction product. The product is: [F:5][C:6]1[C:7]2[O:32][N:31]=[C:30]([N:33]3[CH:37]=[C:36]([CH2:38][OH:39])[CH:35]=[N:34]3)[C:8]=2[CH:9]=[C:10]2[C:23]=1[N:22]1[CH2:24][C@@H:25]([CH3:29])[O:26][C@@H:27]([CH3:28])[C@@H:21]1[C:12]1([C:17](=[O:18])[NH:16][C:15](=[O:19])[NH:14][C:13]1=[O:20])[CH2:11]2.